From a dataset of Full USPTO retrosynthesis dataset with 1.9M reactions from patents (1976-2016). Predict the reactants needed to synthesize the given product. (1) Given the product [Br:1][CH:13]1[C:12](=[O:18])[CH2:11][C:10]([CH3:19])([CH3:9])[CH2:16][NH:15][C:14]1=[O:17], predict the reactants needed to synthesize it. The reactants are: [Br:1]N1C(=O)CCC1=O.[CH3:9][C:10]1([CH3:19])[CH2:16][NH:15][C:14](=[O:17])[CH2:13][C:12](=[O:18])[CH2:11]1.OS([O-])(=O)=O.[Na+].C([O-])(O)=O.[Na+]. (2) Given the product [Cl:1][C:2]1[CH:7]=[CH:6][C:5]([N:8]2[C:13](=[O:14])[C:12]3[N:15]=[N:16][N:17]([C:18]4[CH:23]=[CH:22][CH:21]=[C:20]([S:24]([CH3:27])(=[O:25])=[O:26])[CH:19]=4)[C:11]=3[N:10]=[C:9]2[C:28]2[CH:33]=[CH:32][C:31]([C:66]3[CH:65]=[N:64][CH:67]=[CH:72][N:62]=3)=[CH:30][CH:29]=2)=[CH:4][CH:3]=1, predict the reactants needed to synthesize it. The reactants are: [Cl:1][C:2]1[CH:7]=[CH:6][C:5]([N:8]2[C:13](=[O:14])[C:12]3[N:15]=[N:16][N:17]([C:18]4[CH:23]=[CH:22][CH:21]=[C:20]([S:24]([CH3:27])(=[O:26])=[O:25])[CH:19]=4)[C:11]=3[N:10]=[C:9]2[C:28]2[CH:33]=[CH:32][C:31](B3OC(C)(C)C(C)(C)O3)=[CH:30][CH:29]=2)=[CH:4][CH:3]=1.C([O-])([O-])=O.[Cs+].[Cs+].[Cl-].C(C1C=CC=C(C(C)C)C=1[N+:62]1[CH:66]=[CH:65][N:64]([C:67]2[C:72](C(C)C)=CC=CC=2C(C)C)C=1)(C)C.O1CCOCC1. (3) Given the product [Cl:8][C:9]1[S:21][C:12]2[NH:13][C:14](=[O:20])[C:15]([C:18]#[N:19])=[C:16]([OH:17])[C:11]=2[C:10]=1[C:22]1[CH:23]=[CH:24][C:25]([O:28][CH2:29][C:30]2([OH:36])[CH2:35][CH2:34][N:33]([CH:40]3[CH2:42][CH2:41]3)[CH2:32][CH2:31]2)=[CH:26][CH:27]=1, predict the reactants needed to synthesize it. The reactants are: OC(C(F)(F)F)=O.[Cl:8][C:9]1[S:21][C:12]2[NH:13][C:14](=[O:20])[C:15]([C:18]#[N:19])=[C:16]([OH:17])[C:11]=2[C:10]=1[C:22]1[CH:27]=[CH:26][C:25]([O:28][CH2:29][C:30]2([OH:36])[CH2:35][CH2:34][NH:33][CH2:32][CH2:31]2)=[CH:24][CH:23]=1.C(O[C:40]1(O[Si](C)(C)C)[CH2:42][CH2:41]1)C.[BH3-]C#N.[Na+]. (4) Given the product [Cl:1][C:2]1[CH:7]=[CH:6][C:5]([NH:8][C:9]([NH:16][C@H:17]2[CH2:22][CH2:21][C@H:20]([OH:23])[CH2:19][CH2:18]2)=[O:10])=[CH:4][C:3]=1[C:11]([F:12])([F:13])[F:14], predict the reactants needed to synthesize it. The reactants are: [Cl:1][C:2]1[CH:7]=[CH:6][C:5]([N:8]=[C:9]=[O:10])=[CH:4][C:3]=1[C:11]([F:14])([F:13])[F:12].Cl.[NH2:16][C@H:17]1[CH2:22][CH2:21][C@H:20]([OH:23])[CH2:19][CH2:18]1.CCN(CC)CC.Cl. (5) Given the product [ClH:18].[ClH:18].[CH3:1][N:2]([CH3:17])[CH:3]1[CH2:7][C:6]([CH3:9])([CH3:8])[NH:5][CH2:4]1, predict the reactants needed to synthesize it. The reactants are: [CH3:1][N:2]([CH3:17])[CH:3]1[CH2:7][C:6]([CH3:9])([CH3:8])[N:5](CC2C=CC=CC=2)[CH2:4]1.[ClH:18]. (6) Given the product [F:1][C:2]([F:11])([F:12])[C:3]1[O:10][C:16]2[CH:24]=[CH:23][C:22]([C:25]([F:26])([F:28])[F:27])=[CH:21][C:17]=2[C:18](=[O:19])[C:4]=1[C:5]([O:7][CH2:8][CH3:9])=[O:6], predict the reactants needed to synthesize it. The reactants are: [F:1][C:2]([F:12])([F:11])[C:3](=[O:10])[CH2:4][C:5]([O:7][CH2:8][CH3:9])=[O:6].[H-].[Na+].F[C:16]1[CH:24]=[CH:23][C:22]([C:25]([F:28])([F:27])[F:26])=[CH:21][C:17]=1[C:18](Cl)=[O:19].